From a dataset of CYP3A4 inhibition data for predicting drug metabolism from PubChem BioAssay. Regression/Classification. Given a drug SMILES string, predict its absorption, distribution, metabolism, or excretion properties. Task type varies by dataset: regression for continuous measurements (e.g., permeability, clearance, half-life) or binary classification for categorical outcomes (e.g., BBB penetration, CYP inhibition). Dataset: cyp3a4_veith. (1) The drug is Cc1ccc(S(=O)(=O)Nc2ccccc2C=O)cc1. The result is 0 (non-inhibitor). (2) The molecule is c1ccc2cc(CC3=NCCN3)ccc2c1. The result is 0 (non-inhibitor). (3) The molecule is Nc1cc(S(N)(=O)=O)ccc1SSc1ccc(S(N)(=O)=O)cc1N. The result is 0 (non-inhibitor). (4) The drug is Cc1cc(C)cc(C(=O)N(NC(=O)Nc2ccc(Cl)cc2)C(C)(C)C)c1. The result is 1 (inhibitor). (5) The molecule is CCC(=O)Nc1nnc(SCC(=O)c2ccc3c(c2)Cc2ccccc2-3)s1. The result is 1 (inhibitor). (6) The molecule is COc1ccc(CNc2ccnc(-c3ccc(C(=O)N(C)C)cc3)n2)c(OC)c1. The result is 1 (inhibitor). (7) The drug is CSc1nc(N)c2ncn([C@H]3O[C@H](COP(=O)([O-])OP(=O)([O-])[O-])[C@@H](O)[C@@H]3O)c2n1. The result is 0 (non-inhibitor). (8) The compound is Oc1ccc(-c2[nH]ncc2-c2ccc(Cl)cc2)c(O)c1. The result is 1 (inhibitor). (9) The molecule is COc1ccc(N(CC(=O)NCc2cccc(OC)c2)S(=O)(=O)c2c(C)noc2C)cc1. The result is 1 (inhibitor). (10) The result is 1 (inhibitor). The drug is CCCn1nc2cc(C(=O)NCc3ccc(C)cc3)ccc2c1OC.